Task: Regression. Given two drug SMILES strings and cell line genomic features, predict the synergy score measuring deviation from expected non-interaction effect.. Dataset: NCI-60 drug combinations with 297,098 pairs across 59 cell lines Drug 1: CS(=O)(=O)C1=CC(=C(C=C1)C(=O)NC2=CC(=C(C=C2)Cl)C3=CC=CC=N3)Cl. Drug 2: C1CC(=O)NC(=O)C1N2C(=O)C3=CC=CC=C3C2=O. Cell line: SN12C. Synergy scores: CSS=7.45, Synergy_ZIP=-0.840, Synergy_Bliss=7.38, Synergy_Loewe=6.57, Synergy_HSA=6.93.